From a dataset of Reaction yield outcomes from USPTO patents with 853,638 reactions. Predict the reaction yield, written as a fraction of the theoretical maximum amount of product (1.0 means a 100% yield; for example, 0.34 means a 34% yield). (1) The reactants are [F:1][C:2]1[CH:3]=[C:4]([C:29]2[C:30]([C:35]#[N:36])=[CH:31][CH:32]=[CH:33][CH:34]=2)[CH:5]=[CH:6][C:7]=1[CH2:8][C:9]1[C:10](=[O:28])[N:11]([C@H:21]2[CH2:26][CH2:25][C@H:24]([OH:27])[CH2:23][CH2:22]2)[C:12]2[N:13]([N:18]=[CH:19][CH:20]=2)[C:14]=1[CH2:15][CH2:16][CH3:17].[N+](=[CH:39][C:40]([O:42][CH2:43][CH3:44])=[O:41])=[N-].C(OCC)(=O)C.O. The catalyst is C(Cl)Cl.C([O-])(=O)C.[Rh+3].C([O-])(=O)C.C([O-])(=O)C. The product is [C:35]([C:30]1[CH:31]=[CH:32][CH:33]=[CH:34][C:29]=1[C:4]1[CH:5]=[CH:6][C:7]([CH2:8][C:9]2[C:10](=[O:28])[N:11]([C@H:21]3[CH2:26][CH2:25][C@H:24]([O:27][CH2:39][C:40]([O:42][CH2:43][CH3:44])=[O:41])[CH2:23][CH2:22]3)[C:12]3[N:13]([N:18]=[CH:19][CH:20]=3)[C:14]=2[CH2:15][CH2:16][CH3:17])=[C:2]([F:1])[CH:3]=1)#[N:36]. The yield is 0.530. (2) The reactants are CS(C)=O.[NH:5]1[CH:9]=[CH:8][N:7]=[CH:6]1.[F:10][C:11]1[CH:16]=[CH:15][C:14]([O:17][CH3:18])=[C:13](Br)[CH:12]=1.[OH-].[K+]. The catalyst is C(OC(=O)C)C. The product is [F:10][C:11]1[CH:16]=[CH:15][C:14]([O:17][CH3:18])=[C:13]([N:5]2[CH:9]=[CH:8][N:7]=[CH:6]2)[CH:12]=1. The yield is 0.470. (3) The reactants are [C:1]1([C:7](=[N:14][CH2:15][C:16]#[N:17])[C:8]2[CH:13]=[CH:12][CH:11]=[CH:10][CH:9]=2)[CH:6]=[CH:5][CH:4]=[CH:3][CH:2]=1.[F:18][C:19]1[CH:26]=[CH:25][C:22]([CH2:23]Br)=[CH:21][CH:20]=1.[OH-].[Na+]. The catalyst is C(Cl)Cl.[Cl-].C([N+](C)(C)C)C1C=CC=CC=1. The product is [C:1]1([C:7](=[N:14][CH:15]([CH2:23][C:22]2[CH:25]=[CH:26][C:19]([F:18])=[CH:20][CH:21]=2)[C:16]#[N:17])[C:8]2[CH:9]=[CH:10][CH:11]=[CH:12][CH:13]=2)[CH:2]=[CH:3][CH:4]=[CH:5][CH:6]=1. The yield is 0.920. (4) The catalyst is ClCCCl. The product is [O:1]([CH2:8][C:9]([NH:11][C:12]1[NH:13][C:14](=[O:53])[C:15]2[N:16]=[CH:17][N:18]([C:51]=2[N:52]=1)[C@@H:19]1[O:50][C@H:24]([CH2:25][O:26][C:27]([C:44]2[CH:49]=[CH:48][CH:47]=[CH:46][CH:45]=2)([C:36]2[CH:41]=[CH:40][C:39]([O:42][CH3:43])=[CH:38][CH:37]=2)[C:28]2[CH:33]=[CH:32][C:31]([O:34][CH3:35])=[CH:30][CH:29]=2)[C@@H:22]([OH:23])[C@H:20]1[O:21][CH2:66][O:67][CH2:68][CH2:69][C:72]#[N:73])=[O:10])[C:2]1[CH:3]=[CH:4][CH:5]=[CH:6][CH:7]=1. The reactants are [O:1]([CH2:8][C:9]([NH:11][C:12]1[NH:13][C:14](=[O:53])[C:15]2[N:16]=[CH:17][N:18]([C:51]=2[N:52]=1)[C@@H:19]1[O:50][C@H:24]([CH2:25][O:26][C:27]([C:44]2[CH:49]=[CH:48][CH:47]=[CH:46][CH:45]=2)([C:36]2[CH:41]=[CH:40][C:39]([O:42][CH3:43])=[CH:38][CH:37]=2)[C:28]2[CH:33]=[CH:32][C:31]([O:34][CH3:35])=[CH:30][CH:29]=2)[C@@H:22]([OH:23])[C@H:20]1[OH:21])=[O:10])[C:2]1[CH:7]=[CH:6][CH:5]=[CH:4][CH:3]=1.C(N(C(C)C)CC)(C)C.ClCC(C#N)[CH2:66][O:67][CH2:68][CH:69]([C:72]#[N:73])CCl.C(=O)(O)[O-].[Na+]. The yield is 0.480.